From a dataset of Full USPTO retrosynthesis dataset with 1.9M reactions from patents (1976-2016). Predict the reactants needed to synthesize the given product. (1) Given the product [OH:44][NH:43][C:31](=[O:33])/[CH:30]=[CH:29]/[C:27]1[CH:26]=[CH:25][CH:24]=[C:23](/[CH:22]=[CH:21]/[C:20](=[O:34])[C:16]2[CH:17]=[CH:18][CH:19]=[C:14]([N:11]3[CH2:12][CH2:13][NH:8][CH2:9][CH2:10]3)[CH:15]=2)[N:28]=1, predict the reactants needed to synthesize it. The reactants are: C([N:8]1[CH2:13][CH2:12][N:11]([C:14]2[CH:15]=[C:16]([C:20](=[O:34])/[CH:21]=[CH:22]/[C:23]3[N:28]=[C:27](/[CH:29]=[CH:30]/[C:31]([OH:33])=O)[CH:26]=[CH:25][CH:24]=3)[CH:17]=[CH:18][CH:19]=2)[CH2:10][CH2:9]1)(OC(C)(C)C)=O.C1C=CC2[N:43]([OH:44])N=NC=2C=1.C(Cl)CCl.NOC1CCCCO1. (2) Given the product [Cl:8][C:5]1[CH:6]=[CH:7][C:2]([NH:1][C:9](=[O:10])[O:11][C:12]([CH3:15])([CH3:14])[CH3:13])=[N:3][CH:4]=1, predict the reactants needed to synthesize it. The reactants are: [NH2:1][C:2]1[CH:7]=[CH:6][C:5]([Cl:8])=[CH:4][N:3]=1.[C:9](O[C:9]([O:11][C:12]([CH3:15])([CH3:14])[CH3:13])=[O:10])([O:11][C:12]([CH3:15])([CH3:14])[CH3:13])=[O:10]. (3) Given the product [CH2:16]([O:18][C:19](=[O:41])[C:20]([CH3:22])([O:23][C:24]1[CH:29]=[CH:28][C:27]([O:30][C:31]2[CH:36]=[CH:35][CH:34]=[C:33]([CH2:37][NH:38][C:4](=[O:6])[C:3]3[CH:7]=[CH:8][C:9]([O:11][C:12]([F:15])([F:14])[F:13])=[CH:10][C:2]=3[CH3:1])[CH:32]=2)=[CH:26][C:25]=1[CH3:39])[CH3:21])[CH3:17], predict the reactants needed to synthesize it. The reactants are: [CH3:1][C:2]1[CH:10]=[C:9]([O:11][C:12]([F:15])([F:14])[F:13])[CH:8]=[CH:7][C:3]=1[C:4]([OH:6])=O.[CH2:16]([O:18][C:19](=[O:41])[C:20]([O:23][C:24]1[CH:29]=[CH:28][C:27]([O:30][C:31]2[CH:36]=[CH:35][CH:34]=[C:33]([CH2:37][NH2:38])[CH:32]=2)=[CH:26][C:25]=1[CH2:39]C)([CH3:22])[CH3:21])[CH3:17].C(N(CC)C(C)C)(C)C.CN(C=O)C. (4) The reactants are: [CH3:1][CH:2]([CH3:45])[CH:3]([NH:12][C:13]1[CH:14]=[C:15]([C:19]2[C:27]3[C:22](=[N:23][CH:24]=[C:25]([S:28](CCC(OC)=O)(=[O:30])=[O:29])[CH:26]=3)[N:21]([CH2:37][O:38][CH2:39][CH2:40][Si:41]([CH3:44])([CH3:43])[CH3:42])[CH:20]=2)[CH:16]=[N:17][CH:18]=1)[C:4](=[O:11])[NH:5][CH2:6][C:7]([F:10])([F:9])[F:8].C1CCN2C(=[N:50]CCC2)CC1.NOS(O)(=O)=O.C([O-])(=O)C.[Na+]. Given the product [CH3:1][CH:2]([CH3:45])[CH:3]([NH:12][C:13]1[CH:18]=[N:17][CH:16]=[C:15]([C:19]2[C:27]3[C:22](=[N:23][CH:24]=[C:25]([S:28](=[O:30])(=[O:29])[NH2:50])[CH:26]=3)[N:21]([CH2:37][O:38][CH2:39][CH2:40][Si:41]([CH3:44])([CH3:43])[CH3:42])[CH:20]=2)[CH:14]=1)[C:4]([NH:5][CH2:6][C:7]([F:10])([F:9])[F:8])=[O:11], predict the reactants needed to synthesize it.